This data is from Catalyst prediction with 721,799 reactions and 888 catalyst types from USPTO. The task is: Predict which catalyst facilitates the given reaction. (1) Reactant: CN(C=O)C.[C:6]([O:14][C:15]1[C:23]([O:24][CH3:25])=[CH:22][C:18]([C:19]([OH:21])=O)=[C:17]([N+:26]([O-:28])=[O:27])[CH:16]=1)(=O)[C:7]1[CH:12]=[CH:11][CH:10]=[CH:9][CH:8]=1.S(Cl)(Cl)=O.[N:33]1[C:42]2[C:37](=[CH:38][CH:39]=[CH:40][CH:41]=2)[C:36]([N:43]2[CH2:48][CH2:47][NH:46][CH2:45][CH2:44]2)=[N:35][CH:34]=1. Product: [CH2:6]([O:14][C:15]1[C:23]([O:24][CH3:25])=[CH:22][C:18]([C:19]([N:46]2[CH2:47][CH2:48][N:43]([C:36]3[C:37]4[C:42](=[CH:41][CH:40]=[CH:39][CH:38]=4)[N:33]=[CH:34][N:35]=3)[CH2:44][CH2:45]2)=[O:21])=[C:17]([N+:26]([O-:28])=[O:27])[CH:16]=1)[C:7]1[CH:8]=[CH:9][CH:10]=[CH:11][CH:12]=1. The catalyst class is: 48. (2) Reactant: [CH:1]1([CH2:4][O:5][C:6]2[CH:11]=[CH:10][C:9]([C:12]3[O:13][C:14]4[C:20]([F:21])=[C:19]([OH:22])[CH:18]=[CH:17][C:15]=4[N:16]=3)=[CH:8][C:7]=2[F:23])[CH2:3][CH2:2]1.O[CH2:25][C@@H:26]([NH:28][C:29](=[O:35])OC(C)(C)C)[CH3:27].[C:36]1(P(C2C=CC=CC=2)C2C=CC=CC=2)C=CC=CC=1.C1(C)C=CC=CC=1.N(C(OC(C)C)=O)=NC(OC(C)C)=O.Cl.C(OCC)(=O)C. Product: [CH:1]1([CH2:4][O:5][C:6]2[CH:11]=[CH:10][C:9]([C:12]3[O:13][C:14]4[C:20]([F:21])=[C:19]([O:22][CH2:25][C@@H:26]([NH:28][C:29](=[O:35])[CH3:36])[CH3:27])[CH:18]=[CH:17][C:15]=4[N:16]=3)=[CH:8][C:7]=2[F:23])[CH2:2][CH2:3]1. The catalyst class is: 1. (3) Reactant: [CH3:1][O:2][C:3](=[O:12])[C:4]1[CH:9]=[CH:8][CH:7]=[C:6]([NH2:10])[C:5]=1[OH:11].N1C=CC=CC=1.[CH3:19][C:20]1[CH:21]=[C:22]([CH:26]=[CH:27][CH:28]=1)[C:23](Cl)=[O:24]. Product: [OH:11][C:5]1[C:6]([NH:10][C:23](=[O:24])[C:22]2[CH:26]=[CH:27][CH:28]=[C:20]([CH3:19])[CH:21]=2)=[CH:7][CH:8]=[CH:9][C:4]=1[C:3]([O:2][CH3:1])=[O:12]. The catalyst class is: 11. (4) Reactant: C([O:3][C:4]([C:6]1[NH:7][C:8]2[C:13]([C:14]=1[NH:15][C:16](=[O:25])[C:17]1[CH:22]=[CH:21][C:20]([O:23][CH3:24])=[CH:19][CH:18]=1)=[CH:12][CH:11]=[CH:10][CH:9]=2)=[O:5])C.[OH-].[Na+]. The catalyst class is: 30. Product: [CH3:24][O:23][C:20]1[CH:19]=[CH:18][C:17]([C:16]([NH:15][C:14]2[C:13]3[C:8](=[CH:9][CH:10]=[CH:11][CH:12]=3)[NH:7][C:6]=2[C:4]([OH:5])=[O:3])=[O:25])=[CH:22][CH:21]=1. (5) Reactant: [Cl:1][C:2]1[CH:7]=[CH:6][CH:5]=[C:4]([Cl:8])[C:3]=1[S:9][CH2:10][C:11]1[C:15]([CH2:16][O:17][C:18]2[CH:23]=[CH:22][C:21]([C:24]3[CH:25]=[C:26]4[C:31](=[CH:32][CH:33]=3)[N:30]=[C:29]([C:34]([O:36]CC)=[O:35])[CH:28]=[CH:27]4)=[CH:20][CH:19]=2)=[C:14]([CH:39]([CH3:41])[CH3:40])[O:13][N:12]=1.O1CCCC1.[OH-].[Na+].Cl. Product: [Cl:8][C:4]1[CH:5]=[CH:6][CH:7]=[C:2]([Cl:1])[C:3]=1[S:9][CH2:10][C:11]1[C:15]([CH2:16][O:17][C:18]2[CH:19]=[CH:20][C:21]([C:24]3[CH:25]=[C:26]4[C:31](=[CH:32][CH:33]=3)[N:30]=[C:29]([C:34]([OH:36])=[O:35])[CH:28]=[CH:27]4)=[CH:22][CH:23]=2)=[C:14]([CH:39]([CH3:41])[CH3:40])[O:13][N:12]=1. The catalyst class is: 5.